Dataset: Full USPTO retrosynthesis dataset with 1.9M reactions from patents (1976-2016). Task: Predict the reactants needed to synthesize the given product. (1) The reactants are: [H-].[Na+].C(OP([CH2:11][C:12]([O:14][CH2:15][CH3:16])=[O:13])(OCC)=O)C.[CH2:17]([O:21][C:22]1[CH:45]=[C:44]([O:46][CH2:47][CH:48]([CH3:50])[CH3:49])[CH:43]=[CH:42][C:23]=1[C:24]([C:26]1[CH:27]=[CH:28][C:29]([O:37][CH2:38][CH:39]([CH3:41])[CH3:40])=[C:30]([CH2:32][CH2:33][C:34]([OH:36])=[O:35])[CH:31]=1)=O)[CH:18]([CH3:20])[CH3:19].C(OCC)(=O)C. Given the product [CH2:17]([O:21][C:22]1[CH:45]=[C:44]([O:46][CH2:47][CH:48]([CH3:49])[CH3:50])[CH:43]=[CH:42][C:23]=1[C:24]([C:26]1[CH:27]=[CH:28][C:29]([O:37][CH2:38][CH:39]([CH3:41])[CH3:40])=[C:30]([CH2:32][CH2:33][C:34]([OH:36])=[O:35])[CH:31]=1)=[CH:11][C:12]([O:14][CH2:15][CH3:16])=[O:13])[CH:18]([CH3:20])[CH3:19], predict the reactants needed to synthesize it. (2) The reactants are: Cl[C:2]1[C:3]([NH2:9])=[N:4][CH:5]=[N:6][C:7]=1Cl.[NH:10]1[CH2:15][CH2:14][CH:13]([CH2:16][NH:17][C:18](=[O:24])OC(C)(C)C)[CH2:12][CH2:11]1.[O:25]([C:32]1[CH:37]=[CH:36][C:35](B(O)O)=[CH:34][CH:33]=1)[C:26]1[CH:31]=[CH:30][CH:29]=[CH:28][CH:27]=1.[C:41](Cl)(=O)[CH:42]=C. Given the product [NH2:9][C:3]1[N:4]=[CH:5][N:6]=[C:7]([N:10]2[CH2:11][CH2:12][CH:13]([CH2:16][NH:17][C:18](=[O:24])[CH:41]=[CH2:42])[CH2:14][CH2:15]2)[C:2]=1[C:29]1[CH:30]=[CH:31][C:26]([O:25][C:32]2[CH:37]=[CH:36][CH:35]=[CH:34][CH:33]=2)=[CH:27][CH:28]=1, predict the reactants needed to synthesize it. (3) Given the product [C:1]([O:5][C:6](=[O:17])[C@H:7]([CH2:9][C:10]1[CH:15]=[CH:14][C:13]([OH:16])=[CH:12][CH:11]=1)[NH:8][C:21](=[O:22])[C:20]1[C:19]([F:18])=[CH:27][CH:26]=[CH:25][C:24]=1[F:28])([CH3:4])([CH3:2])[CH3:3], predict the reactants needed to synthesize it. The reactants are: [C:1]([O:5][C:6](=[O:17])[C@H:7]([CH2:9][C:10]1[CH:15]=[CH:14][C:13]([OH:16])=[CH:12][CH:11]=1)[NH2:8])([CH3:4])([CH3:3])[CH3:2].[F:18][C:19]1[CH:27]=[CH:26][CH:25]=[C:24]([F:28])[C:20]=1[C:21](Cl)=[O:22]. (4) Given the product [C:39]([O:38][C:36]([NH:1][C@@:2]1([CH3:27])[CH2:6][CH2:5][C@@H:4]([NH:7][C:8]2[C:9]3[N:10]([CH:17]=[C:18]([C:20]([O:22][CH2:23][CH3:24])=[O:21])[CH:19]=3)[N:11]=[CH:12][C:13]=2[C:14](=[O:16])[NH2:15])[C:3]1([CH3:26])[CH3:25])=[O:35])([CH3:42])([CH3:41])[CH3:40], predict the reactants needed to synthesize it. The reactants are: [NH2:1][C@@:2]1([CH3:27])[CH2:6][CH2:5][C@@H:4]([NH:7][C:8]2[C:9]3[N:10]([CH:17]=[C:18]([C:20]([O:22][CH2:23][CH3:24])=[O:21])[CH:19]=3)[N:11]=[CH:12][C:13]=2[C:14](=[O:16])[NH2:15])[C:3]1([CH3:26])[CH3:25].CCN(CC)CC.[O:35](C(OC(C)(C)C)=O)[C:36]([O:38][C:39]([CH3:42])([CH3:41])[CH3:40])=O. (5) Given the product [CH3:25][C:19]1[CH:20]=[C:21]([CH3:24])[CH:22]=[CH:23][C:18]=1[N:15]1[CH2:16][CH2:17][N:12]([C:10]([C:5]2[CH:4]=[CH:3][C:2]([N:26]3[CH2:30][CH2:29][CH2:28][C:27]3=[O:31])=[CH:9][C:6]=2[C:7]#[N:8])=[O:11])[CH2:13][CH2:14]1, predict the reactants needed to synthesize it. The reactants are: Br[C:2]1[CH:3]=[CH:4][C:5]([C:10]([N:12]2[CH2:17][CH2:16][N:15]([C:18]3[CH:23]=[CH:22][C:21]([CH3:24])=[CH:20][C:19]=3[CH3:25])[CH2:14][CH2:13]2)=[O:11])=[C:6]([CH:9]=1)[C:7]#[N:8].[NH:26]1[CH2:30][CH2:29][CH2:28][C:27]1=[O:31].